Dataset: Catalyst prediction with 721,799 reactions and 888 catalyst types from USPTO. Task: Predict which catalyst facilitates the given reaction. (1) Reactant: CS([Cl:5])(=O)=O.[Cl:6][C:7]1[CH:8]=[CH:9][C:10]([O:15][CH2:16][O:17][CH2:18][CH2:19][O:20][CH3:21])=[C:11]([CH2:13]O)[CH:12]=1. Product: [Cl:6][C:7]1[CH:8]=[CH:9][C:10]([O:15][CH2:16][O:17][CH2:18][CH2:19][O:20][CH3:21])=[C:11]([CH2:13][Cl:5])[CH:12]=1. The catalyst class is: 2. (2) Reactant: C(OC(=O)[NH:10][C:11]1[CH:16]=[CH:15][C:14]([F:17])=[C:13]([C:18]([C:20]2[C:28]3[C:23](=[N:24][CH:25]=[C:26]([Cl:29])[CH:27]=3)[NH:22][CH:21]=2)=[O:19])[C:12]=1[F:30])C1C=CC=CC=1.[OH-].[Na+]. Product: [NH2:10][C:11]1[C:12]([F:30])=[C:13]([C:18]([C:20]2[C:28]3[C:23](=[N:24][CH:25]=[C:26]([Cl:29])[CH:27]=3)[NH:22][CH:21]=2)=[O:19])[C:14]([F:17])=[CH:15][CH:16]=1. The catalyst class is: 6. (3) Reactant: [Cl:1][C:2]1[CH:7]=[CH:6][C:5]([C:8]2([C:13]#N)[CH2:11][CH:10]([OH:12])[CH2:9]2)=[CH:4][CH:3]=1.C1C[O:18]CC1. Product: [Cl:1][C:2]1[CH:7]=[CH:6][C:5]([C:8]2([CH:13]=[O:18])[CH2:11][CH:10]([OH:12])[CH2:9]2)=[CH:4][CH:3]=1. The catalyst class is: 81. (4) Reactant: [Br:1][C:2]1[CH:3]=[C:4]2[C:8](=[CH:9][CH:10]=1)[NH:7][C:6]([C:11]([O:13]CC)=O)=[CH:5]2.[H-].[Na+].[C:18](OCCCC)(=O)[CH:19]=C.Cl. Product: [Br:1][C:2]1[CH:10]=[CH:9][C:8]2[N:7]3[CH2:18][CH2:19][C:11](=[O:13])[C:6]3=[CH:5][C:4]=2[CH:3]=1. The catalyst class is: 11. (5) Reactant: [CH2:1]([O:3][C:4]1[CH:5]=[C:6]([C:13]2[O:14][CH:15]=[C:16]([CH2:18][CH:19]([C:24]([C:26]3[C:31]([CH3:32])=[CH:30][CH:29]=[CH:28][N:27]=3)=[O:25])C(OC)=O)[N:17]=2)[CH:7]=[CH:8][C:9]=1[O:10][CH2:11][CH3:12])[CH3:2].C(O)(=O)C.Cl.C(=O)([O-])O.[Na+]. Product: [CH2:1]([O:3][C:4]1[CH:5]=[C:6]([C:13]2[O:14][CH:15]=[C:16]([CH2:18][CH2:19][C:24]([C:26]3[C:31]([CH3:32])=[CH:30][CH:29]=[CH:28][N:27]=3)=[O:25])[N:17]=2)[CH:7]=[CH:8][C:9]=1[O:10][CH2:11][CH3:12])[CH3:2]. The catalyst class is: 13.